From a dataset of Full USPTO retrosynthesis dataset with 1.9M reactions from patents (1976-2016). Predict the reactants needed to synthesize the given product. (1) Given the product [O:24]1[C:25]2[CH:26]=[CH:27][C:28]([C:2]3[CH:3]=[C:4]([S:8]([NH:11][C:12]4[CH:21]=[CH:20][C:15]([C:16]([O:18][CH3:19])=[O:17])=[C:14]([OH:22])[CH:13]=4)(=[O:10])=[O:9])[S:5][C:6]=3[Cl:7])=[CH:29][C:30]=2[O:31][CH2:23]1, predict the reactants needed to synthesize it. The reactants are: Br[C:2]1[CH:3]=[C:4]([S:8]([NH:11][C:12]2[CH:21]=[CH:20][C:15]([C:16]([O:18][CH3:19])=[O:17])=[C:14]([OH:22])[CH:13]=2)(=[O:10])=[O:9])[S:5][C:6]=1[Cl:7].[CH2:23]1[O:31][C:30]2[CH:29]=[CH:28][C:27](B(O)O)=[CH:26][C:25]=2[O:24]1. (2) Given the product [Cl:25][C:15]1[C:14]([C:18]([O:20][CH2:21][CH3:22])=[O:19])=[CH:13][N:12]=[C:11]([C:8]2[N:6]3[CH:7]=[C:2]([F:1])[CH:3]=[CH:4][C:5]3=[N:10][CH:9]=2)[N:16]=1, predict the reactants needed to synthesize it. The reactants are: [F:1][C:2]1[CH:3]=[CH:4][C:5]2[N:6]([C:8]([C:11]3[N:16]=[C:15](O)[C:14]([C:18]([O:20][CH2:21][CH3:22])=[O:19])=[CH:13][N:12]=3)=[CH:9][N:10]=2)[CH:7]=1.P(Cl)(Cl)([Cl:25])=O. (3) Given the product [Cl:17][C:18]1[CH:19]=[CH:20][C:21]([CH2:30][NH:31][C:32](=[O:37])[C:33]([CH3:36])([CH3:35])[CH3:34])=[C:22]([F:29])[C:23]=1[C:24]1[NH:26][C:27](=[O:28])[N:8]([C:5]2[CH:6]=[CH:7][C:2]([Cl:1])=[CH:3][CH:4]=2)[N:9]=1, predict the reactants needed to synthesize it. The reactants are: [Cl:1][C:2]1[CH:7]=[CH:6][C:5]([NH:8][NH:9]C(OC(C)(C)C)=O)=[CH:4][CH:3]=1.[Cl:17][C:18]1[C:23]([C:24]([N:26]=[C:27]=[O:28])=O)=[C:22]([F:29])[C:21]([CH2:30][NH:31][C:32](=[O:37])[C:33]([CH3:36])([CH3:35])[CH3:34])=[CH:20][CH:19]=1.C(O)(C(F)(F)F)=O.